From a dataset of Peptide-MHC class I binding affinity with 185,985 pairs from IEDB/IMGT. Regression. Given a peptide amino acid sequence and an MHC pseudo amino acid sequence, predict their binding affinity value. This is MHC class I binding data. (1) The peptide sequence is IRHENRMVL. The MHC is HLA-B08:01 with pseudo-sequence HLA-B08:01. The binding affinity (normalized) is 0.311. (2) The peptide sequence is WSQNPTMLY. The MHC is HLA-A23:01 with pseudo-sequence HLA-A23:01. The binding affinity (normalized) is 0.00439.